From a dataset of Choline transporter screen with 302,306 compounds. Binary Classification. Given a drug SMILES string, predict its activity (active/inactive) in a high-throughput screening assay against a specified biological target. (1) The compound is ClC(Cl)(Cl)C(Oc1ccc(Cl)cc1)NC(=O)CC(C)C. The result is 0 (inactive). (2) The molecule is Clc1ccc(S(=O)(=O)N(C2CCCCC2)CC(=O)NCc2cccnc2)cc1. The result is 0 (inactive).